This data is from Catalyst prediction with 721,799 reactions and 888 catalyst types from USPTO. The task is: Predict which catalyst facilitates the given reaction. Reactant: [C:1]([CH:4]1[CH2:9][CH2:8][CH:7]([NH:10][C:11](=[O:20])[O:12][CH2:13][C:14]2[CH:19]=[CH:18][CH:17]=[CH:16][CH:15]=2)[CH2:6][CH2:5]1)(=[S:3])[NH2:2].[Cl:21][CH2:22][C:23](=O)[CH2:24]Cl.[O-]S([O-])(=O)=O.[Mg+2]. Product: [Cl:21][CH2:22][C:23]1[N:2]=[C:1]([CH:4]2[CH2:5][CH2:6][CH:7]([NH:10][C:11](=[O:20])[O:12][CH2:13][C:14]3[CH:19]=[CH:18][CH:17]=[CH:16][CH:15]=3)[CH2:8][CH2:9]2)[S:3][CH:24]=1. The catalyst class is: 95.